This data is from Full USPTO retrosynthesis dataset with 1.9M reactions from patents (1976-2016). The task is: Predict the reactants needed to synthesize the given product. Given the product [ClH:29].[ClH:29].[NH2:3][O:12][CH2:13][CH2:14][N:15]1[CH:19]=[C:18]([CH2:20][NH2:21])[N:17]=[N:16]1, predict the reactants needed to synthesize it. The reactants are: O=C1C2C(=CC=CC=2)C(=O)[N:3]1[O:12][CH2:13][CH2:14][N:15]1[CH:19]=[C:18]([CH2:20][NH:21]C(=O)OC(C)(C)C)[N:17]=[N:16]1.[ClH:29].